The task is: Predict the reactants needed to synthesize the given product.. This data is from Full USPTO retrosynthesis dataset with 1.9M reactions from patents (1976-2016). (1) Given the product [CH:12]1[N:13]2[C:22]3[C:17]([CH2:16][CH2:15][C:14]2=[C:10]([CH2:9][C@H:5]([CH2:4][CH2:3][CH2:2][NH:1][C:23]([O:34][CH2:35][C:36]2[O:37][C:38](=[O:44])[O:39][C:40]=2[CH:41]([CH3:42])[CH3:43])=[O:24])[C:6]([OH:8])=[O:7])[N:11]=1)=[CH:18][CH:19]=[CH:20][CH:21]=3, predict the reactants needed to synthesize it. The reactants are: [NH2:1][CH2:2][CH2:3][CH2:4][C@@H:5]([CH2:9][C:10]1[N:11]=[CH:12][N:13]2[C:22]3[C:17](=[CH:18][CH:19]=[CH:20][CH:21]=3)[CH2:16][CH2:15][C:14]=12)[C:6]([OH:8])=[O:7].[C:23](=O)([O:34][CH2:35][C:36]1[O:37][C:38](=[O:44])[O:39][C:40]=1[CH:41]([CH3:43])[CH3:42])[O:24]C1C=CC([N+]([O-])=O)=CC=1. (2) Given the product [CH3:1][O:2][C:3](=[O:13])[C:4]1[CH:5]=[C:6]([O:11][CH3:12])[C:7]([NH2:10])=[C:8]([Br:14])[CH:9]=1, predict the reactants needed to synthesize it. The reactants are: [CH3:1][O:2][C:3](=[O:13])[C:4]1[CH:9]=[CH:8][C:7]([NH2:10])=[C:6]([O:11][CH3:12])[CH:5]=1.[Br:14]Br. (3) Given the product [OH:8][C@H:7]1[CH2:9][N:1]([S:28]([C:19]2[CH:20]=[CH:21][C:22]3[C:27](=[CH:26][CH:25]=[CH:24][CH:23]=3)[CH:18]=2)(=[O:30])=[O:29])[C@H:2]([C:3]([OH:5])=[O:4])[CH2:6]1, predict the reactants needed to synthesize it. The reactants are: [NH:1]1[CH2:9][C@H:7]([OH:8])[CH2:6][C@H:2]1[C:3]([OH:5])=[O:4].C(N1CCOCC1)C.[CH:18]1[C:27]2[C:22](=[CH:23][CH:24]=[CH:25][CH:26]=2)[CH:21]=[CH:20][C:19]=1[S:28](Cl)(=[O:30])=[O:29].C([O-])(O)=O.[Na+]. (4) Given the product [F:1][C:2]1([C:6]2[C:7]([O:28][C@@H:29]([CH3:34])[C:30]([F:31])([F:33])[F:32])=[CH:8][C:9]([C:12]([NH:14][C:15]([C:22]3[N:26]=[C:25]([CH3:27])[O:24][N:23]=3)([CH3:21])[C:16]([OH:18])=[O:17])=[O:13])=[N:10][CH:11]=2)[CH2:5][O:4][CH2:3]1, predict the reactants needed to synthesize it. The reactants are: [F:1][C:2]1([C:6]2[C:7]([O:28][C@@H:29]([CH3:34])[C:30]([F:33])([F:32])[F:31])=[CH:8][C:9]([C:12]([NH:14][C:15]([C:22]3[N:26]=[C:25]([CH3:27])[O:24][N:23]=3)([CH3:21])[C:16]([O:18]CC)=[O:17])=[O:13])=[N:10][CH:11]=2)[CH2:5][O:4][CH2:3]1.O. (5) Given the product [CH3:1][C:2]1[CH:3]=[C:4]([C:8]2[CH:9]=[CH:10][C:11]([C:14]3[O:18][C:17]([C:19]4[CH:20]=[C:21]([CH:26]=[CH:27][CH:28]=4)[C:22]([OH:24])=[O:23])=[N:16][N:15]=3)=[CH:12][CH:13]=2)[CH:5]=[CH:6][CH:7]=1, predict the reactants needed to synthesize it. The reactants are: [CH3:1][C:2]1[CH:3]=[C:4]([C:8]2[CH:13]=[CH:12][C:11]([C:14]3[O:18][C:17]([C:19]4[CH:20]=[C:21]([CH:26]=[CH:27][CH:28]=4)[C:22]([O:24]C)=[O:23])=[N:16][N:15]=3)=[CH:10][CH:9]=2)[CH:5]=[CH:6][CH:7]=1.[OH-].[Na+].Cl. (6) Given the product [F:1][C:2]1[CH:3]=[C:4]2[C:9](=[CH:10][CH:11]=1)[N:8]=[CH:7][CH:6]=[C:5]2[CH:12]1[CH2:13][CH2:14][CH:15]([CH2:18][C:19]([O:21][CH2:22][CH3:23])=[O:20])[CH2:16][CH2:17]1, predict the reactants needed to synthesize it. The reactants are: [F:1][C:2]1[CH:3]=[C:4]2[C:9](=[CH:10][CH:11]=1)[N:8]=[CH:7][CH:6]=[C:5]2[C:12]1[CH2:17][CH2:16][CH:15]([CH2:18][C:19]([O:21][CH2:22][CH3:23])=[O:20])[CH2:14][CH:13]=1.C([O-])=O.[NH4+].